From a dataset of Reaction yield outcomes from USPTO patents with 853,638 reactions. Predict the reaction yield, written as a fraction of the theoretical maximum amount of product (1.0 means a 100% yield; for example, 0.34 means a 34% yield). (1) The reactants are [Br:1][C:2]1[CH:7]=[C:6]([Cl:8])[CH:5]=[CH:4][C:3]=1[C:9]1[C:18]2[C:13](=[CH:14][C:15]([S:19](OC3C(F)=C(F)C(F)=C(F)C=3F)(=[O:21])=[O:20])=[CH:16][CH:17]=2)[CH:12]=[CH:11][N:10]=1.[O:34]1[CH:38]=[CH:37][C:36]([NH2:39])=[N:35]1.C[Si]([N-][Si](C)(C)C)(C)C.[Li+]. The catalyst is C1COCC1. The product is [Br:1][C:2]1[CH:7]=[C:6]([Cl:8])[CH:5]=[CH:4][C:3]=1[C:9]1[C:18]2[C:13](=[CH:14][C:15]([S:19]([NH:39][C:36]3[CH:37]=[CH:38][O:34][N:35]=3)(=[O:20])=[O:21])=[CH:16][CH:17]=2)[CH:12]=[CH:11][N:10]=1. The yield is 0.970. (2) The reactants are Br[C:2]1[CH:11]=[N:10][CH:9]=[C:8]2[C:3]=1[CH:4]=[C:5]([C:12]([NH2:14])=[O:13])[CH:6]=[N:7]2.[F:15][C:16]1[CH:17]=[C:18](B(O)O)[CH:19]=[C:20]([F:23])[C:21]=1[F:22].C(=O)([O-])[O-].[Cs+].[Cs+]. The catalyst is O1CCOCC1.O.C1(P([C-]2C=CC=C2)C2C=CC=CC=2)C=CC=CC=1.[C-]1(P(C2C=CC=CC=2)C2C=CC=CC=2)C=CC=C1.[Fe+2].[Pd](Cl)Cl. The product is [F:15][C:16]1[CH:17]=[C:18]([C:2]2[CH:11]=[N:10][CH:9]=[C:8]3[C:3]=2[CH:4]=[C:5]([C:12]([NH2:14])=[O:13])[CH:6]=[N:7]3)[CH:19]=[C:20]([F:23])[C:21]=1[F:22]. The yield is 0.520. (3) The reactants are [F:1][CH:2]([F:18])[O:3][C:4]1[CH:9]=[CH:8][C:7]([CH2:10][O:11][CH3:12])=[CH:6][C:5]=1[CH:13]1OCC[O:14]1.CC(C)=O.Cl. The catalyst is CCOC(C)=O. The product is [F:1][CH:2]([F:18])[O:3][C:4]1[CH:9]=[CH:8][C:7]([CH2:10][O:11][CH3:12])=[CH:6][C:5]=1[CH:13]=[O:14]. The yield is 0.400. (4) The reactants are [B:10]1([B:10]2[O:14][C:13]([CH3:16])([CH3:15])[C:12]([CH3:18])([CH3:17])[O:11]2)[O:14][C:13]([CH3:16])([CH3:15])[C:12]([CH3:18])([CH3:17])[O:11]1.[Br:19][C:20]1[CH:25]=[C:24]([O:26][CH3:27])[CH:23]=[CH:22][C:21]=1[CH3:28]. The catalyst is C(OCC)(=O)C.C[OH2+].C[OH2+].C1CC=CCCC=C1.C1CC=CCCC=C1.[Ir].[Ir]. The product is [Br:19][C:20]1[C:21]([CH3:28])=[CH:22][C:23]([B:10]2[O:11][C:12]([CH3:17])([CH3:18])[C:13]([CH3:15])([CH3:16])[O:14]2)=[C:24]([O:26][CH3:27])[CH:25]=1. The yield is 0.213. (5) The reactants are [N+:1]([C:4]1[C:5]([C:17]([F:20])([F:19])[F:18])=[CH:6][C:7]([C:11]#[C:12][Si](C)(C)C)=[C:8]([CH:10]=1)[NH2:9])([O-:3])=[O:2]. The catalyst is CN(C=O)C.[Cu]I. The product is [N+:1]([C:4]1[CH:10]=[C:8]2[C:7]([CH:11]=[CH:12][NH:9]2)=[CH:6][C:5]=1[C:17]([F:20])([F:19])[F:18])([O-:3])=[O:2]. The yield is 0.310. (6) The reactants are [Cl:1][C:2]1[CH:8]=[C:7]([O:9][C:10]2[C:19]3[C:14](=[CH:15][C:16]([O:22][CH3:23])=[C:17]([O:20][CH3:21])[CH:18]=3)[N:13]=[CH:12][N:11]=2)[CH:6]=[CH:5][C:3]=1[NH2:4].C1(C)C=CC=CC=1.C(N(CC)CC)C.Cl[C:39](Cl)([O:41]C(=O)OC(Cl)(Cl)Cl)Cl.[Cl:50][C:51]1[CH:59]=[CH:58][CH:57]=[CH:56][C:52]=1[CH:53]([OH:55])[CH3:54]. The catalyst is C(Cl)Cl. The product is [Cl:1][C:2]1[CH:8]=[C:7]([O:9][C:10]2[C:19]3[C:14](=[CH:15][C:16]([O:22][CH3:23])=[C:17]([O:20][CH3:21])[CH:18]=3)[N:13]=[CH:12][N:11]=2)[CH:6]=[CH:5][C:3]=1[NH:4][C:39](=[O:41])[O:55][CH:53]([C:52]1[CH:56]=[CH:57][CH:58]=[CH:59][C:51]=1[Cl:50])[CH3:54]. The yield is 0.690. (7) The reactants are [NH2:1][C@H:2]1[C:11]2[C:6](=[CH:7][CH:8]=[C:9]([N:12]3[CH2:18][C@H:17]4[O:19][C@H:14]([CH2:15][CH2:16]4)[CH2:13]3)[CH:10]=2)[N:5]([C:20](=[O:22])[CH3:21])[C@@H:4]([CH3:23])[C@@H:3]1[CH3:24].N[C@H]1[C:35]2[C:30](=[CH:31][CH:32]=[C:33](N3CC4OC(CC4)C3)[CH:34]=2)N(C(=O)C)[C@@H](C)[C@@H]1C.BrC1C=CC=CC=1.CN(C1C(C2C(P(C3CCCCC3)C3CCCCC3)=CC=CC=2)=CC=CC=1)C.CC(C)([O-])C.[Na+]. The catalyst is O1CCOCC1.C1C=CC(/C=C/C(/C=C/C2C=CC=CC=2)=O)=CC=1.C1C=CC(/C=C/C(/C=C/C2C=CC=CC=2)=O)=CC=1.C1C=CC(/C=C/C(/C=C/C2C=CC=CC=2)=O)=CC=1.[Pd].[Pd]. The product is [CH:14]12[O:19][CH:17]([CH2:16][CH2:15]1)[CH2:18][N:12]([C:9]1[CH:10]=[C:11]3[C:6](=[CH:7][CH:8]=1)[N:5]([C:20](=[O:22])[CH3:21])[C@@H:4]([CH3:23])[C@H:3]([CH3:24])[C@H:2]3[NH:1][C:30]1[CH:35]=[CH:34][CH:33]=[CH:32][CH:31]=1)[CH2:13]2. The yield is 0.334. (8) The reactants are O[CH2:2][C:3]1[C:8]([CH3:9])=[C:7]([O:10][CH2:11][CH2:12][CH2:13][O:14][CH3:15])[CH:6]=[CH:5][N:4]=1.S(Cl)([Cl:18])=O. The catalyst is C1(C)C=CC=CC=1. The product is [Cl:18][CH2:2][C:3]1[C:8]([CH3:9])=[C:7]([O:10][CH2:11][CH2:12][CH2:13][O:14][CH3:15])[CH:6]=[CH:5][N:4]=1. The yield is 0.973.